Predict which catalyst facilitates the given reaction. From a dataset of Catalyst prediction with 721,799 reactions and 888 catalyst types from USPTO. (1) Reactant: [CH3:1][CH2:2][CH2:3][CH2:4][C@H:5]1[C:14](=[O:15])[O:13][C@H:12]([CH3:16])[C@H:11]([NH:17][C:18]([C:20]2[CH:21]=[CH:22][CH:23]=[C:24]([NH:27][CH:28]=[O:29])[C:25]=2[OH:26])=[O:19])[C:9](=[O:10])[O:8][C@@H:7]([CH3:30])[C@@H:6]1[O:31][C:32]([CH2:34][CH:35]([CH3:37])[CH3:36])=[O:33].N1C=CC=CC=1.P(Cl)(Cl)(Cl)(Cl)Cl.C(=O)(O)[O-].[Na+]. Product: [NH2:27][C:24]1[CH:25]=[CH:20][CH:21]=[CH:22][CH:23]=1.[CH3:1][CH2:2][CH2:3][CH2:4][C@H:5]1[C:14](=[O:15])[O:13][C@H:12]([CH3:16])[C@H:11]([NH:17][C:18]([C:20]2[CH:21]=[CH:22][CH:23]=[C:24]([NH:27][CH:28]=[O:29])[C:25]=2[OH:26])=[O:19])[C:9](=[O:10])[O:8][C@@H:7]([CH3:30])[C@@H:6]1[O:31][C:32]([CH2:34][CH:35]([CH3:36])[CH3:37])=[O:33]. The catalyst class is: 61. (2) Reactant: C([O:3][C:4](=[O:24])[CH2:5][CH2:6][CH2:7][CH2:8][C:9](=[O:23])[C:10]1[CH:15]=[CH:14][C:13]([C:16]2[CH:21]=[CH:20][C:19]([Cl:22])=[CH:18][CH:17]=2)=[CH:12][CH:11]=1)C.[OH-].[Na+]. Product: [Cl:22][C:19]1[CH:18]=[CH:17][C:16]([C:13]2[CH:14]=[CH:15][C:10]([C:9]([CH2:8][CH2:7][CH2:6][CH2:5][C:4]([OH:24])=[O:3])=[O:23])=[CH:11][CH:12]=2)=[CH:21][CH:20]=1. The catalyst class is: 5. (3) Reactant: [Si]([O:8][C@@H:9]1[CH2:14][CH2:13][C@H:12]([O:15][C:16]2[C:21]([Cl:22])=[CH:20][C:19]([S:23]([N:26]([CH2:33][C:34]3[CH:39]=[CH:38][C:37]([O:40][CH3:41])=[CH:36][C:35]=3[O:42][CH3:43])[C:27]3[CH:32]=[CH:31][N:30]=[CH:29][N:28]=3)(=[O:25])=[O:24])=[C:18]([F:44])[CH:17]=2)[C@@H:11]([C:45]2[N:49]([CH3:50])[N:48]=[CH:47][CH:46]=2)[CH2:10]1)(C(C)(C)C)(C)C.[F-].C([N+](CCCC)(CCCC)CCCC)CCC.Cl. Product: [Cl:22][C:21]1[C:16]([O:15][C@H:12]2[CH2:13][CH2:14][C@@H:9]([OH:8])[CH2:10][C@@H:11]2[C:45]2[N:49]([CH3:50])[N:48]=[CH:47][CH:46]=2)=[CH:17][C:18]([F:44])=[C:19]([S:23]([N:26]([CH2:33][C:34]2[CH:39]=[CH:38][C:37]([O:40][CH3:41])=[CH:36][C:35]=2[O:42][CH3:43])[C:27]2[CH:32]=[CH:31][N:30]=[CH:29][N:28]=2)(=[O:25])=[O:24])[CH:20]=1. The catalyst class is: 1. (4) The catalyst class is: 8. Reactant: [NH:1]1[C:5]2[CH:6]=[CH:7][C:8]([NH2:10])=[CH:9][C:4]=2[N:3]=[CH:2]1.[OH:11][C:12]1[CH:13]=[CH:14][CH:15]=[C:16]2[C:21]=1[N:20]=[C:19]([CH:22]=O)[CH:18]=[CH:17]2.C([O:26][C:27](=O)[C:28](=[O:35])[CH2:29][C:30]([CH:32]1[CH2:34][CH2:33]1)=[O:31])C. Product: [NH:1]1[C:5]2[CH:6]=[CH:7][C:8]([N:10]3[CH:22]([C:19]4[CH:18]=[CH:17][C:16]5[C:21](=[C:12]([OH:11])[CH:13]=[CH:14][CH:15]=5)[N:20]=4)[C:29]([C:30]([CH:32]4[CH2:34][CH2:33]4)=[O:31])=[C:28]([OH:35])[C:27]3=[O:26])=[CH:9][C:4]=2[N:3]=[CH:2]1. (5) Reactant: [CH2:1]([O:3][C:4]([C:6]1[S:7][C:8]2[CH:14]=[C:13]([CH2:15][C:16]([OH:18])=O)[CH:12]=[CH:11][C:9]=2[CH:10]=1)=[O:5])[CH3:2].[CH3:19][O:20][C:21]1[CH:30]=[CH:29][C:24]([C:25]([NH:27][NH2:28])=[O:26])=[CH:23][CH:22]=1.[Cl-].C(N=C=NCCC[NH+](C)C)C. Product: [CH3:19][O:20][C:21]1[CH:22]=[CH:23][C:24]([C:25]([NH:27][NH:28][C:16](=[O:18])[CH2:15][C:13]2[CH:12]=[CH:11][C:9]3[CH:10]=[C:6]([C:4]([O:3][CH2:1][CH3:2])=[O:5])[S:7][C:8]=3[CH:14]=2)=[O:26])=[CH:29][CH:30]=1. The catalyst class is: 3.